Dataset: Forward reaction prediction with 1.9M reactions from USPTO patents (1976-2016). Task: Predict the product of the given reaction. (1) Given the reactants C(Cl)(=O)C(Cl)=O.CS(C)=O.[CH3:11][C:12]1[O:13][CH2:14][C:15]([CH2:33][OH:34])([CH2:17][CH2:18][C:19]2[CH:24]=[CH:23][C:22]([CH2:25][CH2:26][CH2:27][CH2:28][CH2:29][CH2:30][CH2:31][CH3:32])=[CH:21][CH:20]=2)[N:16]=1, predict the reaction product. The product is: [CH3:11][C:12]1[O:13][CH2:14][C:15]([CH:33]=[O:34])([CH2:17][CH2:18][C:19]2[CH:24]=[CH:23][C:22]([CH2:25][CH2:26][CH2:27][CH2:28][CH2:29][CH2:30][CH2:31][CH3:32])=[CH:21][CH:20]=2)[N:16]=1. (2) The product is: [CH3:1][N:2]1[CH2:6][CH2:5][CH2:4][CH:3]1[CH2:7][CH2:8][O:9][S:18]([CH3:17])(=[O:20])=[O:19]. Given the reactants [CH3:1][N:2]1[CH2:6][CH2:5][CH2:4][CH:3]1[CH2:7][CH2:8][OH:9].C(N(CC)CC)C.[CH3:17][S:18](Cl)(=[O:20])=[O:19], predict the reaction product. (3) Given the reactants O=P(Cl)(Cl)Cl.[CH2:6]([O:13][C:14]1[CH:15]=[C:16]([CH2:20][NH:21][CH2:22][CH2:23][O:24][C:25](=[O:30])[C:26]([CH3:29])([CH3:28])[CH3:27])[CH:17]=[CH:18][CH:19]=1)[C:7]1[CH:12]=[CH:11][CH:10]=[CH:9][CH:8]=1.[C:31]([O-])(=[O:33])C.[Na+], predict the reaction product. The product is: [CH2:6]([O:13][C:14]1[CH:15]=[C:16]([CH2:20][NH:21][CH2:22][CH2:23][O:24][C:25](=[O:30])[C:26]([CH3:27])([CH3:29])[CH3:28])[CH:17]=[CH:18][C:19]=1[CH:31]=[O:33])[C:7]1[CH:8]=[CH:9][CH:10]=[CH:11][CH:12]=1. (4) Given the reactants [F:1][C:2]([F:13])([F:12])[C:3]1[N:8]=[CH:7][C:6]([CH2:9][C:10]#[N:11])=[CH:5][CH:4]=1.[CH3:14][N:15]1[C:19]2[CH:20]=[CH:21][C:22]([N+]([O-])=O)=[CH:23][C:18]=2[N:17]([CH3:27])[C:16]1=[O:28], predict the reaction product. The product is: [CH3:27][N:17]1[C:18]2[CH:23]=[CH:22][C:21]([NH:11][CH2:10][CH2:9][C:6]3[CH:7]=[N:8][C:3]([C:2]([F:12])([F:1])[F:13])=[CH:4][CH:5]=3)=[CH:20][C:19]=2[N:15]([CH3:14])[C:16]1=[O:28]. (5) Given the reactants [F:1][C:2]1[CH:7]=[CH:6][C:5]([C:8]2[C:13]([C:14]3[CH:19]=[CH:18][N:17]=[CH:16][CH:15]=3)=[C:12]([C:20]3[CH:25]=[CH:24][C:23]([F:26])=[CH:22][CH:21]=3)[N:11]=[C:10]3[NH:27][N:28]=[CH:29][C:9]=23)=[CH:4][CH:3]=1.[OH-].[K+].O.[CH3:33][CH2:34]OC(C)=O, predict the reaction product. The product is: [CH2:33]([N:28]1[CH:29]=[C:9]2[C:10]([N:11]=[C:12]([C:20]3[CH:25]=[CH:24][C:23]([F:26])=[CH:22][CH:21]=3)[C:13]([C:14]3[CH:15]=[CH:16][N:17]=[CH:18][CH:19]=3)=[C:8]2[C:5]2[CH:6]=[CH:7][C:2]([F:1])=[CH:3][CH:4]=2)=[N:27]1)[CH3:34].[CH2:33]([N:27]1[C:10]2=[N:11][C:12]([C:20]3[CH:25]=[CH:24][C:23]([F:26])=[CH:22][CH:21]=3)=[C:13]([C:14]3[CH:15]=[CH:16][N:17]=[CH:18][CH:19]=3)[C:8]([C:5]3[CH:6]=[CH:7][C:2]([F:1])=[CH:3][CH:4]=3)=[C:9]2[CH:29]=[N:28]1)[CH3:34]. (6) Given the reactants Br[C:2]1[CH:10]=[CH:9][CH:8]=[C:7]2[C:3]=1[C:4]([CH:14]=[O:15])=[CH:5][N:6]2[CH:11]([CH3:13])[CH3:12].[CH:16]1(B(O)O)[CH2:18][CH2:17]1.C(=O)([O-])[O-].[K+].[K+], predict the reaction product. The product is: [CH:16]1([C:2]2[CH:10]=[CH:9][CH:8]=[C:7]3[C:3]=2[C:4]([CH:14]=[O:15])=[CH:5][N:6]3[CH:11]([CH3:13])[CH3:12])[CH2:18][CH2:17]1.